From a dataset of Forward reaction prediction with 1.9M reactions from USPTO patents (1976-2016). Predict the product of the given reaction. (1) Given the reactants Cl[C:2]1[NH:3][C:4]2[CH:10]=[CH:9][CH:8]=[CH:7][C:5]=2[N:6]=1.[NH2:11][CH:12]1[CH2:20][C:19]2[C:14](=[CH:15][CH:16]=[CH:17][CH:18]=2)[CH2:13]1, predict the reaction product. The product is: [N:6]1[C:5]2[CH:7]=[CH:8][CH:9]=[CH:10][C:4]=2[NH:3][C:2]=1[NH:11][CH:12]1[CH2:20][C:19]2[C:14](=[CH:15][CH:16]=[CH:17][CH:18]=2)[CH2:13]1. (2) Given the reactants C(OC([N:8]1[CH2:13][CH2:12][CH:11]([N:14]([CH2:26][CH:27]([CH3:29])[CH3:28])[CH2:15][C:16]2[CH:17]=[N:18][C:19]3[C:24]([CH:25]=2)=[CH:23][CH:22]=[CH:21][CH:20]=3)[CH2:10][CH2:9]1)=O)(C)(C)C.C1(OC)C=CC=CC=1.FC(F)(F)C(O)=O, predict the reaction product. The product is: [CH3:28][CH:27]([CH3:29])[CH2:26][N:14]([CH2:15][C:16]1[CH:17]=[N:18][C:19]2[C:24]([CH:25]=1)=[CH:23][CH:22]=[CH:21][CH:20]=2)[CH:11]1[CH2:10][CH2:9][NH:8][CH2:13][CH2:12]1. (3) Given the reactants [CH3:1][CH:2]([C:4]1[O:8][N:7]=[C:6]([CH2:9][O:10][C:11]2[C:16]([Cl:17])=[CH:15][C:14]([Cl:18])=[CH:13][C:12]=2[Cl:19])[C:5]=1[CH2:20][O:21][C:22]1[CH:23]=[C:24]2[C:28](=[CH:29][CH:30]=1)[N:27]([CH2:31][C:32]1[CH:33]=[C:34]([CH:39]=[CH:40][CH:41]=1)[C:35]([O:37]C)=[O:36])[CH:26]=[CH:25]2)[CH3:3].O1CCCC1CO.[OH-].[Na+].Cl, predict the reaction product. The product is: [CH3:3][CH:2]([C:4]1[O:8][N:7]=[C:6]([CH2:9][O:10][C:11]2[C:12]([Cl:19])=[CH:13][C:14]([Cl:18])=[CH:15][C:16]=2[Cl:17])[C:5]=1[CH2:20][O:21][C:22]1[CH:23]=[C:24]2[C:28](=[CH:29][CH:30]=1)[N:27]([CH2:31][C:32]1[CH:33]=[C:34]([CH:39]=[CH:40][CH:41]=1)[C:35]([OH:37])=[O:36])[CH:26]=[CH:25]2)[CH3:1].